From a dataset of Reaction yield outcomes from USPTO patents with 853,638 reactions. Predict the reaction yield, written as a fraction of the theoretical maximum amount of product (1.0 means a 100% yield; for example, 0.34 means a 34% yield). The reactants are [NH2:1][C:2]1[C:7]2=[C:8]([C:13]3[CH:18]=[CH:17][C:16]([NH:19][C:20]([NH:22][C:23]4[CH:28]=[C:27]([C:29]([F:32])([F:31])[F:30])[CH:26]=[CH:25][C:24]=4[F:33])=[O:21])=[CH:15][CH:14]=3)[C:9]([CH2:11]O)=[CH:10][N:6]2[N:5]=[CH:4][N:3]=1.S(Cl)(Cl)=O.CCC(C)[BH-](C(C)CC)C(C)CC.[Li+].CCOCC. The catalyst is C1COCC1.ClCCCl. The product is [NH2:1][C:2]1[C:7]2=[C:8]([C:13]3[CH:14]=[CH:15][C:16]([NH:19][C:20]([NH:22][C:23]4[CH:28]=[C:27]([C:29]([F:30])([F:31])[F:32])[CH:26]=[CH:25][C:24]=4[F:33])=[O:21])=[CH:17][CH:18]=3)[C:9]([CH3:11])=[CH:10][N:6]2[N:5]=[CH:4][N:3]=1. The yield is 0.840.